Dataset: Forward reaction prediction with 1.9M reactions from USPTO patents (1976-2016). Task: Predict the product of the given reaction. (1) Given the reactants [OH:1][CH2:2][CH2:3][O:4][C:5]1[CH:30]=[CH:29][C:8]([C:9]([NH:11][C:12]2[S:16][C:15]([NH:17][C:18]3[CH:23]=[CH:22][C:21]([O:24][CH3:25])=[CH:20][CH:19]=3)=[N:14][C:13]=2[C:26]([NH2:28])=[O:27])=[O:10])=[CH:7][C:6]=1[N+:31]([O-])=O, predict the reaction product. The product is: [NH2:31][C:6]1[CH:7]=[C:8]([CH:29]=[CH:30][C:5]=1[O:4][CH2:3][CH2:2][OH:1])[C:9]([NH:11][C:12]1[S:16][C:15]([NH:17][C:18]2[CH:19]=[CH:20][C:21]([O:24][CH3:25])=[CH:22][CH:23]=2)=[N:14][C:13]=1[C:26]([NH2:28])=[O:27])=[O:10]. (2) The product is: [N:32]1([S:29]([N:6]([CH2:5][C:4]([OH:41])=[O:3])[CH2:7][C:8]2[CH:9]=[CH:10][C:11]([O:14][CH2:15][C:16]3[N:17]=[C:18]([C:22]4[CH:23]=[CH:24][C:25]([CH3:28])=[CH:26][CH:27]=4)[O:19][C:20]=3[CH3:21])=[CH:12][CH:13]=2)(=[O:30])=[O:31])[C:40]2[C:35](=[CH:36][CH:37]=[CH:38][CH:39]=2)[CH2:34][CH2:33]1. Given the reactants C([O:3][C:4](=[O:41])[CH2:5][N:6]([S:29]([N:32]1[C:40]2[C:35](=[CH:36][CH:37]=[CH:38][CH:39]=2)[CH2:34][CH2:33]1)(=[O:31])=[O:30])[CH2:7][C:8]1[CH:13]=[CH:12][C:11]([O:14][CH2:15][C:16]2[N:17]=[C:18]([C:22]3[CH:27]=[CH:26][C:25]([CH3:28])=[CH:24][CH:23]=3)[O:19][C:20]=2[CH3:21])=[CH:10][CH:9]=1)C.O.[OH-].[Li+], predict the reaction product.